Dataset: Forward reaction prediction with 1.9M reactions from USPTO patents (1976-2016). Task: Predict the product of the given reaction. The product is: [NH2:6][CH2:4][C:3]1[C:7]([F:12])=[CH:8][C:9]([F:11])=[CH:10][C:2]=1[NH2:1]. Given the reactants [NH2:1][C:2]1[CH:10]=[C:9]([F:11])[CH:8]=[C:7]([F:12])[C:3]=1[C:4]([NH2:6])=O.O, predict the reaction product.